Task: Predict the reaction yield, written as a fraction of the theoretical maximum amount of product (1.0 means a 100% yield; for example, 0.34 means a 34% yield).. Dataset: Reaction yield outcomes from USPTO patents with 853,638 reactions (1) The reactants are [Br:1][C:2]1[CH:3]=[C:4]2[C:9](=[CH:10][CH:11]=1)[C:8](=O)[NH:7][N:6]=[CH:5]2.P(Cl)(Cl)([Cl:15])=O. No catalyst specified. The product is [Br:1][C:2]1[CH:3]=[C:4]2[C:9](=[CH:10][CH:11]=1)[C:8]([Cl:15])=[N:7][N:6]=[CH:5]2. The yield is 0.870. (2) The reactants are [Li+].[BH4-].C(O[C:6](=O)[CH2:7][C:8]1[CH:13]=[CH:12][CH:11]=[C:10]([NH:14][CH2:15][C:16]([O:18][C:19]([CH3:22])([CH3:21])[CH3:20])=[O:17])[N:9]=1)C.C1C[O:27]CC1. No catalyst specified. The product is [C:19]([O:18][C:16]([CH2:15][NH:14][C:10]1[N:9]=[C:8]([CH:7]([OH:27])[CH3:6])[CH:13]=[CH:12][CH:11]=1)=[O:17])([CH3:22])([CH3:21])[CH3:20]. The yield is 0.880. (3) The reactants are [C:1]([C:5]1[CH:9]=[C:8]([NH2:10])[N:7]([C:11]2[CH:16]=[CH:15][C:14]([O:17][CH3:18])=[CH:13][CH:12]=2)[N:6]=1)([CH3:4])([CH3:3])[CH3:2].Cl[C:20]([O:22][C:23]1[CH:28]=[CH:27][CH:26]=[CH:25][CH:24]=1)=[O:21]. No catalyst specified. The product is [C:1]([C:5]1[CH:9]=[C:8]([NH:10][C:20](=[O:21])[O:22][C:23]2[CH:28]=[CH:27][CH:26]=[CH:25][CH:24]=2)[N:7]([C:11]2[CH:12]=[CH:13][C:14]([O:17][CH3:18])=[CH:15][CH:16]=2)[N:6]=1)([CH3:4])([CH3:2])[CH3:3]. The yield is 0.670. (4) The reactants are Cl.[CH3:2][O:3][C:4](=[NH:11])[C:5]1[CH:10]=[CH:9][CH:8]=[CH:7][CH:6]=1.C(=O)([O-])[O-].[Na+].[Na+]. The catalyst is C(OCC)C. The product is [CH3:2][O:3][C:4](=[NH:11])[C:5]1[CH:10]=[CH:9][CH:8]=[CH:7][CH:6]=1. The yield is 0.810. (5) The catalyst is O1CCOCC1.C(OCC)(=O)C.C1C=CC([P]([Pd]([P](C2C=CC=CC=2)(C2C=CC=CC=2)C2C=CC=CC=2)([P](C2C=CC=CC=2)(C2C=CC=CC=2)C2C=CC=CC=2)[P](C2C=CC=CC=2)(C2C=CC=CC=2)C2C=CC=CC=2)(C2C=CC=CC=2)C2C=CC=CC=2)=CC=1. The reactants are Br[C:2]1[C:7](=[O:8])[N:6]([CH2:9][C:10]2[CH:15]=[CH:14][C:13]([C:16]3[C:17]([C:22]#[N:23])=[CH:18][CH:19]=[CH:20][CH:21]=3)=[CH:12][CH:11]=2)[C:5]([S:24][CH2:25][CH3:26])=[N:4][C:3]=1[CH3:27].[C:28]1(B(O)O)[CH:33]=[CH:32][CH:31]=[CH:30][CH:29]=1.C(=O)([O-])[O-].[Cs+].[Cs+]. The yield is 0.260. The product is [CH2:25]([S:24][C:5]1[N:6]([CH2:9][C:10]2[CH:15]=[CH:14][C:13]([C:16]3[C:17]([C:22]#[N:23])=[CH:18][CH:19]=[CH:20][CH:21]=3)=[CH:12][CH:11]=2)[C:7](=[O:8])[C:2]([C:28]2[CH:33]=[CH:32][CH:31]=[CH:30][CH:29]=2)=[C:3]([CH3:27])[N:4]=1)[CH3:26]. (6) The reactants are [NH2:1][C:2]1[S:3][C:4]([CH:7]=[O:8])=[CH:5][N:6]=1.[C:9](N1C=CN=C1)(N1C=CN=C1)=[O:10].[CH:21]1([NH:28][C@H:29]2[CH2:34][CH2:33][C@H:32](C)[CH2:31][CH2:30]2)[CH2:27][CH2:26][CH2:25][CH2:24][CH2:23]C1. The catalyst is CN(C1C=CN=CC=1)C.C1COCC1. The product is [CH:29]1([N:28]([CH:21]2[CH2:23][CH2:24][CH2:25][CH2:26][CH2:27]2)[C:9]([NH:1][C:2]2[S:3][C:4]([CH:7]=[O:8])=[CH:5][N:6]=2)=[O:10])[CH2:30][CH2:31][CH2:32][CH2:33][CH2:34]1. The yield is 0.310. (7) The reactants are [CH2:1]([O:8][C:9]1[CH:10]=[C:11]([CH:68]=[C:69]([O:79][CH2:80][C:81]2[CH:86]=[CH:85][CH:84]=[CH:83][CH:82]=2)[C:70]=1[O:71][CH2:72][C:73]1[CH:78]=[CH:77][CH:76]=[CH:75][CH:74]=1)[C:12]([C@@:14]1([OH:67])[C@@:30]([C:32](=[O:63])[C:33]2[CH:38]=[C:37]([O:39][CH2:40][C:41]3[CH:46]=[CH:45][CH:44]=[CH:43][CH:42]=3)[C:36]([O:47][CH2:48][C:49]3[CH:54]=[CH:53][CH:52]=[CH:51][CH:50]=3)=[C:35]([O:55][CH2:56][C:57]3[CH:62]=[CH:61][CH:60]=[CH:59][CH:58]=3)[CH:34]=2)([OH:31])[C@H:29]([OH:64])[C@@H:28]([CH2:65][OH:66])[O:27][C@H:15]1[O:16][CH2:17][C:18]1[CH:23]=[CH:22][CH:21]=[CH:20][C:19]=1[N+:24]([O-:26])=[O:25])=[O:13])[C:2]1[CH:7]=[CH:6][CH:5]=[CH:4][CH:3]=1.[O:87]([C:95]1[C:96]2[O:118][CH2:117][O:116][C:101](=[C:102]([C:110]3[CH:115]=[CH:114][CH:113]=[CH:112][CH:111]=3)[C:103]=1[C:104]1[CH:109]=[CH:108][CH:107]=[CH:106][CH:105]=1)[C:97]=2[C:98](O)=[O:99])[Si:88]([C:91]([CH3:94])([CH3:93])[CH3:92])([CH3:90])[CH3:89]. No catalyst specified. The product is [O:87]([C:95]1[C:96]2[O:118][CH2:117][O:116][C:101](=[C:102]([C:110]3[CH:111]=[CH:112][CH:113]=[CH:114][CH:115]=3)[C:103]=1[C:104]1[CH:109]=[CH:108][CH:107]=[CH:106][CH:105]=1)[C:97]=2[C:98]([C@@:29]1([OH:64])[C@@H:28]([CH:65]([C:98](=[O:99])[C:97]2[C:101]3[O:116][CH2:117][O:118][C:96]=2[C:95]([O:87][Si:88]([C:91]([CH3:93])([CH3:92])[CH3:94])([CH3:89])[CH3:90])=[C:103]([C:104]2[CH:105]=[CH:106][CH:107]=[CH:108][CH:109]=2)[C:102]=3[C:110]2[CH:115]=[CH:114][CH:113]=[CH:112][CH:111]=2)[OH:66])[O:27][C@@H:15]([O:16][CH2:17][C:18]2[CH:23]=[CH:22][CH:21]=[CH:20][C:19]=2[N+:24]([O-:26])=[O:25])[C@:14]([C:12](=[O:13])[C:11]2[CH:10]=[C:9]([O:8][CH2:1][C:2]3[CH:7]=[CH:6][CH:5]=[CH:4][CH:3]=3)[C:70]([O:71][CH2:72][C:73]3[CH:74]=[CH:75][CH:76]=[CH:77][CH:78]=3)=[C:69]([O:79][CH2:80][C:81]3[CH:82]=[CH:83][CH:84]=[CH:85][CH:86]=3)[CH:68]=2)([OH:67])[C@@:30]1([C:32](=[O:63])[C:33]1[CH:34]=[C:35]([O:55][CH2:56][C:57]2[CH:58]=[CH:59][CH:60]=[CH:61][CH:62]=2)[C:36]([O:47][CH2:48][C:49]2[CH:54]=[CH:53][CH:52]=[CH:51][CH:50]=2)=[C:37]([O:39][CH2:40][C:41]2[CH:42]=[CH:43][CH:44]=[CH:45][CH:46]=2)[CH:38]=1)[OH:31])=[O:99])[Si:88]([C:91]([CH3:92])([CH3:93])[CH3:94])([CH3:90])[CH3:89]. The yield is 0.800. (8) The product is [CH3:1][O:2][C:3]([C:5]1[C:13]([NH:14][C:15]2[CH:20]=[CH:19][C:18]([I:32])=[CH:17][C:16]=2[F:21])=[C:12]([F:22])[C:11]2[C:7](=[C:8]([CH3:24])[N:9]([CH3:23])[N:10]=2)[CH:6]=1)=[O:4]. The yield is 0.700. The catalyst is CN(C=O)C.CCOC(C)=O. The reactants are [CH3:1][O:2][C:3]([C:5]1[C:13]([NH:14][C:15]2[CH:20]=[CH:19][CH:18]=[CH:17][C:16]=2[F:21])=[C:12]([F:22])[C:11]2[C:7](=[C:8]([CH3:24])[N:9]([CH3:23])[N:10]=2)[CH:6]=1)=[O:4].C1C(=O)N([I:32])C(=O)C1.C(O)(C(F)(F)F)=O.